This data is from NCI-60 drug combinations with 297,098 pairs across 59 cell lines. The task is: Regression. Given two drug SMILES strings and cell line genomic features, predict the synergy score measuring deviation from expected non-interaction effect. (1) Drug 1: CCCS(=O)(=O)NC1=C(C(=C(C=C1)F)C(=O)C2=CNC3=C2C=C(C=N3)C4=CC=C(C=C4)Cl)F. Drug 2: C1C(C(OC1N2C=NC3=C(N=C(N=C32)Cl)N)CO)O. Cell line: MDA-MB-231. Synergy scores: CSS=11.3, Synergy_ZIP=-1.66, Synergy_Bliss=0.815, Synergy_Loewe=-14.9, Synergy_HSA=-1.14. (2) Drug 1: CCC1=CC2CC(C3=C(CN(C2)C1)C4=CC=CC=C4N3)(C5=C(C=C6C(=C5)C78CCN9C7C(C=CC9)(C(C(C8N6C)(C(=O)OC)O)OC(=O)C)CC)OC)C(=O)OC.C(C(C(=O)O)O)(C(=O)O)O. Drug 2: CCC1(CC2CC(C3=C(CCN(C2)C1)C4=CC=CC=C4N3)(C5=C(C=C6C(=C5)C78CCN9C7C(C=CC9)(C(C(C8N6C)(C(=O)OC)O)OC(=O)C)CC)OC)C(=O)OC)O.OS(=O)(=O)O. Cell line: HT29. Synergy scores: CSS=91.4, Synergy_ZIP=1.86, Synergy_Bliss=1.27, Synergy_Loewe=2.14, Synergy_HSA=2.63.